This data is from Experimentally validated miRNA-target interactions with 360,000+ pairs, plus equal number of negative samples. The task is: Binary Classification. Given a miRNA mature sequence and a target amino acid sequence, predict their likelihood of interaction. (1) The miRNA is hsa-miR-3611 with sequence UUGUGAAGAAAGAAAUUCUUA. The protein sequence of the target gene is MAAPEQPLAISRGCTSSSSLSPPRGDRTLLVRHLPAELTAEEKEDLLKYFGAQSVRVLSDKGRLKHTAFATFPNEKAAIKALTRLHQLKLLGHTLVVEFAKEQDRVHSPCPTSGSEKKKRSDDPVEDDKEKKELGYLTVENGIAPNHGLTFPLNSCLKYMYPPPSSTILANIVNALASVPKFYVQVLHLMNKMNLPTPFGPITARPPMYEDYMPLHAPLPPTSPQPPEEPPLPDEDEELSSEESEYESTDDEDRQRMNKLMELANLQPKRPKTIKQRHVRKKRKIKDMLNTPLCPSHSSL.... Result: 0 (no interaction). (2) The miRNA is mmu-miR-3066-5p with sequence UUGGUUGCUGUAGAUUAAGUAG. The protein sequence of the target gene is MNIVVEFFVVTFKVLWAFVLAAARWLVRPKEKSVAGQVCLITGAGSGLGRLFALEFARRRALLVLWDINTQSNEETAGMVRHIYRDLEAADAAALQAGKGEEEILPPCNLQVFTYTCDVGKRENVYLTAERVRKEVGEVSVLVNNAGVVSGHHLLECPDELIERTMMVNCHAHFWTTKAFLPTMLEINHGHIVTVASSLGLFSTAGVEDYCASKFGVVGFHESLSHELKAAEKDGIKTTLVCPYLVDTGMFRGCRIRKEIEPFLPPLKPDYCVKQAMRAILTDQPMVCTPRLMYIVTFMK.... Result: 0 (no interaction). (3) The protein sequence of the target gene is MLARLVLGTSGRAALGSVEPALGGLKSIWRCSQAFCSTPKGVTYRELKSLLNSKDIMLIDVRNTLEILEQGKIPGSINIPLDEVGEALQMNPVDFKEKYCQVKPSKSDRLVFSCLAGVRSKKAMDTAISLGFNSAQHYAGGWKEWVTYEISEEKQES. Result: 0 (no interaction). The miRNA is hsa-miR-134-3p with sequence CCUGUGGGCCACCUAGUCACCAA. (4) The miRNA is hsa-miR-6861-5p with sequence ACUGGGUAGGUGGGGCUCCAGG. The protein sequence of the target gene is MSSVFGKPRAGSGPHSVPLEVNLAILGRRGAGKSALTVKFLTKRFISEYDPNLEDTYSSEETVDHQPVHLRVMDTADLDTPRNCERYLNWAHAFLVVYSVDSRASFEGSSSYLELLALHAKETQRGYPALLLGNKLDMAQYRQVTKAEGAALAGRFGCLFFEVSACLDFEHVQHVFHEAVREVRRELDKSPLARPLFISEEKTLSHQTPLTARHGLASCTFNTLSTASLKEMPTVAQAKLVTVKSSRAQSKRKAPTLTLLKGFKIF. Result: 0 (no interaction). (5) Result: 0 (no interaction). The miRNA is mmu-miR-7685-5p with sequence ACCUUCCGGUUUCUUCAAGUCUCC. The protein sequence of the target gene is MAVLKLTDQPPLVQAIFSGDPEEIRMLIHKTEDVNTLDSEKRTPLHVAAFLGDAEIIELLILSGARVNAKDNMWLTPLHRAVASRSEEAVQVLIKHSADVNARDKNWQTPLHVAAANKAVKCAEVIIPLLSSVNVSDRGGRTALHHAALNGHVEMVNLLLAKGANINAFDKKDRRALHWAAYMGHLDVVALLINHGAEVTCKDKKGYTPLHAAASNGQINVVKHLLNLGVEIDEINVYGNTALHIACYNGQDAVVNELIDYGANVNQPNNNGFTPLHFAAASTHGALCLELLVNNGADVN....